Dataset: Forward reaction prediction with 1.9M reactions from USPTO patents (1976-2016). Task: Predict the product of the given reaction. (1) Given the reactants Br[C:2]1[CH:7]=[C:6]([Cl:8])[CH:5]=[CH:4][C:3]=1[O:9][CH3:10].[C:11]1([OH:17])[CH:16]=[CH:15][CH:14]=[CH:13][CH:12]=1.C(=O)([O-])[O-].[Cs+].[Cs+].CC(C)(C(=O)CC(=O)C(C)(C)C)C, predict the reaction product. The product is: [Cl:8][C:6]1[CH:5]=[CH:4][C:3]([O:9][CH3:10])=[C:2]([O:17][C:11]2[CH:16]=[CH:15][CH:14]=[CH:13][CH:12]=2)[CH:7]=1. (2) The product is: [CH:17]1([C:11]2([C:6](=[O:10])[CH2:7][CH2:8][CH3:9])[CH2:12][CH2:13][NH:14][CH2:15][CH2:16]2)[CH2:18][CH2:19][CH2:20][CH2:21][CH2:22]1. Given the reactants C(O)(=O)C.Cl.[C:6]([C:11]1([C:17]2[CH:22]=[CH:21][CH:20]=[CH:19][CH:18]=2)[CH2:16][CH2:15][NH:14][CH2:13][CH2:12]1)(=[O:10])[CH2:7][CH2:8][CH3:9], predict the reaction product. (3) Given the reactants [Cl:1][C:2]1[CH:3]=[CH:4][C:5]([OH:25])=[C:6]([CH2:8][C:9]2[O:13][C:12]([C:14]([NH:16][C:17]3[C:22]([F:23])=[CH:21][CH:20]=[CH:19][C:18]=3[F:24])=[O:15])=[CH:11][CH:10]=2)[CH:7]=1.[F:26][C:27]1[CH:34]=[CH:33][CH:32]=[CH:31][C:28]=1[CH2:29]Br.C(=O)([O-])[O-].[K+].[K+], predict the reaction product. The product is: [Cl:1][C:2]1[CH:3]=[CH:4][C:5]([O:25][CH2:29][C:28]2[CH:31]=[CH:32][CH:33]=[CH:34][C:27]=2[F:26])=[C:6]([CH2:8][C:9]2[O:13][C:12]([C:14]([NH:16][C:17]3[C:22]([F:23])=[CH:21][CH:20]=[CH:19][C:18]=3[F:24])=[O:15])=[CH:11][CH:10]=2)[CH:7]=1. (4) The product is: [CH:22]1([C:25]2([F:29])[CH2:28][N:27]([C:12]([C:10]3[CH:9]=[CH:8][C:7]([N:15]4[CH2:18][C:17]([F:20])([F:19])[CH2:16]4)=[C:6]([O:5][CH2:4][CH:1]4[CH2:2][CH2:3]4)[N:11]=3)=[O:14])[CH2:26]2)[CH2:24][CH2:23]1. Given the reactants [CH:1]1([CH2:4][O:5][C:6]2[N:11]=[C:10]([C:12]([OH:14])=O)[CH:9]=[CH:8][C:7]=2[N:15]2[CH2:18][C:17]([F:20])([F:19])[CH2:16]2)[CH2:3][CH2:2]1.Cl.[CH:22]1([C:25]2([F:29])[CH2:28][NH:27][CH2:26]2)[CH2:24][CH2:23]1, predict the reaction product. (5) Given the reactants [CH3:1][C:2]1[CH:3]=[C:4]([CH:26]=[CH:27][C:28]=1[OH:29])[NH:5][C:6]1[C:15]2[C:10](=[CH:11][C:12]([O:24][CH3:25])=[CH:13][C:14]=2[O:16][CH:17]2[CH2:22][CH2:21][N:20]([CH3:23])[CH2:19][CH2:18]2)[N:9]=[CH:8][N:7]=1.Cl[CH2:31][C:32]1[CH:39]=[CH:38][CH:37]=[CH:36][C:33]=1[C:34]#[N:35], predict the reaction product. The product is: [C:34]([C:33]1[CH:36]=[CH:37][CH:38]=[CH:39][C:32]=1[CH2:31][O:29][C:28]1[CH:27]=[CH:26][C:4]([NH:5][C:6]2[C:15]3[C:10](=[CH:11][C:12]([O:24][CH3:25])=[CH:13][C:14]=3[O:16][CH:17]3[CH2:22][CH2:21][N:20]([CH3:23])[CH2:19][CH2:18]3)[N:9]=[CH:8][N:7]=2)=[CH:3][C:2]=1[CH3:1])#[N:35]. (6) Given the reactants [C:1]([O:5][C:6](=[O:21])[CH2:7][CH2:8][N:9]([C:13]1[CH:18]=[CH:17][C:16]([Cl:19])=[C:15]([Cl:20])[CH:14]=1)[CH2:10][CH:11]=O)([CH3:4])([CH3:3])[CH3:2].[CH3:22][O:23][C:24](=[O:37])[C@@H:25]([NH2:36])[CH2:26][CH2:27][O:28][CH2:29][C:30]1[CH:35]=[CH:34][CH:33]=[CH:32][CH:31]=1.Cl.C(N(CC)CC)C.B.N1C=CC=CC=1, predict the reaction product. The product is: [CH3:22][O:23][C:24](=[O:37])[C@@H:25]([NH:36][CH2:11][CH2:10][N:9]([CH2:8][CH2:7][C:6]([O:5][C:1]([CH3:4])([CH3:3])[CH3:2])=[O:21])[C:13]1[CH:18]=[CH:17][C:16]([Cl:19])=[C:15]([Cl:20])[CH:14]=1)[CH2:26][CH2:27][O:28][CH2:29][C:30]1[CH:35]=[CH:34][CH:33]=[CH:32][CH:31]=1.